Dataset: Full USPTO retrosynthesis dataset with 1.9M reactions from patents (1976-2016). Task: Predict the reactants needed to synthesize the given product. (1) Given the product [C:12]([O:11][C:9]([N:8]([CH2:32][C:28]1[CH:29]=[CH:30][CH:31]=[C:26]([O:25][CH2:18][C:19]2[CH:24]=[CH:23][CH:22]=[CH:21][CH:20]=2)[CH:27]=1)[C:6]([O:5][C:1]([CH3:4])([CH3:3])[CH3:2])=[O:7])=[O:10])([CH3:15])([CH3:14])[CH3:13], predict the reactants needed to synthesize it. The reactants are: [C:1]([O:5][C:6]([NH:8][C:9]([O:11][C:12]([CH3:15])([CH3:14])[CH3:13])=[O:10])=[O:7])([CH3:4])([CH3:3])[CH3:2].[H-].[Na+].[CH2:18]([O:25][C:26]1[CH:31]=[CH:30][CH:29]=[C:28]([CH2:32]Cl)[CH:27]=1)[C:19]1[CH:24]=[CH:23][CH:22]=[CH:21][CH:20]=1.ClCCl. (2) Given the product [CH3:43][O:44][C:45]1[N:50]=[CH:49][C:48]([N:51]2[CH2:56][CH2:55][O:54][C:53]3[CH:57]=[N:58][C:59]([O:61][C@H:62]4[CH2:66][CH2:65][N:64]([C:7]([C:5]5[N:4]=[CH:3][N:2]([CH3:1])[CH:6]=5)=[O:9])[CH2:63]4)=[CH:60][C:52]2=3)=[CH:47][C:46]=1[CH3:67], predict the reactants needed to synthesize it. The reactants are: [CH3:1][N:2]1[CH:6]=[C:5]([C:7]([OH:9])=O)[N:4]=[CH:3]1.CN(C(ON1N=NC2C=CC=CC1=2)=[N+](C)C)C.F[P-](F)(F)(F)(F)F.CCN(C(C)C)C(C)C.[CH3:43][O:44][C:45]1[N:50]=[CH:49][C:48]([N:51]2[CH2:56][CH2:55][O:54][C:53]3[CH:57]=[N:58][C:59]([O:61][C@H:62]4[CH2:66][CH2:65][NH:64][CH2:63]4)=[CH:60][C:52]2=3)=[CH:47][C:46]=1[CH3:67]. (3) The reactants are: [H-].[Na+].[C:3]([CH2:5]P(=O)(OCC)OCC)#[N:4].[Cl:14][C:15]1[CH:16]=[CH:17][C:18]([CH3:23])=[C:19]([CH:22]=1)[CH:20]=O.O. Given the product [Cl:14][C:15]1[CH:16]=[CH:17][C:18]([CH3:23])=[C:19]([CH:20]=[CH:5][C:3]#[N:4])[CH:22]=1, predict the reactants needed to synthesize it. (4) Given the product [C:14]1([CH:12]([NH:11][C:10]2[S:9][CH:8]=[N:7][C:6]=2[C:4]([OH:5])=[O:3])[CH3:13])[CH:19]=[CH:18][CH:17]=[CH:16][CH:15]=1, predict the reactants needed to synthesize it. The reactants are: C([O:3][C:4]([C:6]1[N:7]=[CH:8][S:9][C:10]=1[NH:11][CH:12]([C:14]1[CH:19]=[CH:18][CH:17]=[CH:16][CH:15]=1)[CH3:13])=[O:5])C. (5) Given the product [Cl:1][C:2]1[CH:3]=[CH:4][C:5]([CH:8]2[CH2:13][C:12](=[O:14])[N:11]([CH3:15])[C:10]([CH3:16])=[C:9]2[C:17]([NH:20][C:21]2[CH:22]=[C:23]3[C:27](=[CH:28][C:29]=2[F:30])[NH:26][N:25]=[CH:24]3)=[O:19])=[CH:6][CH:7]=1, predict the reactants needed to synthesize it. The reactants are: [Cl:1][C:2]1[CH:7]=[CH:6][C:5]([CH:8]2[CH2:13][C:12](=[O:14])[N:11]([CH3:15])[C:10]([CH3:16])=[C:9]2[C:17]([OH:19])=O)=[CH:4][CH:3]=1.[NH2:20][C:21]1[CH:22]=[C:23]2[C:27](=[CH:28][C:29]=1[F:30])[NH:26][N:25]=[CH:24]2. (6) Given the product [Cl:1][C:2]1[N:3]=[N:4][C:5]([CH2:8][CH2:9][CH2:10][CH2:11][N:12]2[CH:16]=[CH:15][N:14]=[CH:13]2)=[CH:6][CH:7]=1, predict the reactants needed to synthesize it. The reactants are: [Cl:1][C:2]1[N:3]=[N:4][C:5]([C:8]#[C:9][CH2:10][CH2:11][N:12]2[CH:16]=[CH:15][N:14]=[CH:13]2)=[CH:6][CH:7]=1. (7) Given the product [CH3:8][C:9]1[CH:14]=[CH:13][C:12]([N+:15]([O-:17])=[O:16])=[CH:11][C:10]=1[NH:18][S:4]([CH2:1][CH2:2][CH3:3])(=[O:6])=[O:5], predict the reactants needed to synthesize it. The reactants are: [CH2:1]([S:4](Cl)(=[O:6])=[O:5])[CH2:2][CH3:3].[CH3:8][C:9]1[CH:14]=[CH:13][C:12]([N+:15]([O-:17])=[O:16])=[CH:11][C:10]=1[NH2:18].C(N(CC)CC)C.